Predict the product of the given reaction. From a dataset of Forward reaction prediction with 1.9M reactions from USPTO patents (1976-2016). (1) Given the reactants C(OP([CH2:9][C:10]#[N:11])(=O)OCC)C.C[Si]([N-][Si](C)(C)C)(C)C.[Li+].[CH3:22][N:23]([CH3:41])[C:24]1[CH:29]=[CH:28][C:27]([C:30]([C:32]2[CH:37]=[CH:36][C:35]([N:38]([CH3:40])[CH3:39])=[CH:34][CH:33]=2)=O)=[CH:26][CH:25]=1.O, predict the reaction product. The product is: [CH3:22][N:23]([CH3:41])[C:24]1[CH:29]=[CH:28][C:27]([C:30]([C:32]2[CH:37]=[CH:36][C:35]([N:38]([CH3:40])[CH3:39])=[CH:34][CH:33]=2)=[CH:9][C:10]#[N:11])=[CH:26][CH:25]=1. (2) Given the reactants [CH3:1][C:2]1[C:7]([CH:8]([CH3:14])[C:9]([O:11]CC)=[O:10])=[CH:6][CH:5]=[C:4]([N:15]2[CH:19]=[N:18][N:17]=[N:16]2)[N:3]=1.O[Li].O.C(O)(=O)CC(CC(O)=O)(C(O)=O)O, predict the reaction product. The product is: [CH3:1][C:2]1[C:7]([CH:8]([CH3:14])[C:9]([OH:11])=[O:10])=[CH:6][CH:5]=[C:4]([N:15]2[CH:19]=[N:18][N:17]=[N:16]2)[N:3]=1. (3) Given the reactants [CH2:1]([OH:23])[C@H:2]1[O:7][C@H:6]([O:8][C@H:9]2[C@H:14]([OH:15])[C@@H:13]([OH:16])[C@H:12]([OH:17])[O:11][C@@H:10]2[CH2:18][OH:19])[C@H:5]([OH:20])[C@@H:4]([OH:21])[C@@H:3]1[OH:22].P([O-])([O-])([O-])=O.[Ca+2].P([O-])([O-])([O-])=O.[Ca+2].[Ca+2], predict the reaction product. The product is: [OH:17][CH:12]1[O:11][C@H:10]([CH2:18][OH:19])[C@@H:9]([O:8][C@@H:6]2[O:7][C@H:2]([CH2:1][OH:23])[C@H:3]([OH:22])[C@H:4]([OH:21])[C@H:5]2[OH:20])[C@H:14]([OH:15])[C@H:13]1[OH:16]. (4) Given the reactants [Na+].[C:2]([S:6][C:7]1[C:15]2[C:10](=[CH:11][CH:12]=[C:13]([O:16][CH2:17][C:18]3[CH:23]=[CH:22][CH:21]=[CH:20][N:19]=3)[CH:14]=2)[N:9]([CH2:24][C:25]2[CH:30]=[CH:29][C:28]([C:31]3[CH:32]=[N:33][C:34]([O:37][CH2:38][CH3:39])=[CH:35][CH:36]=3)=[CH:27][CH:26]=2)[C:8]=1[CH2:40][C:41]([CH3:46])([CH3:45])[C:42]([O-:44])=[O:43])([CH3:5])([CH3:4])[CH3:3].C(Cl)(=O)C(Cl)=O.[CH3:53][C:54]1([CH3:61])[O:58][CH:57]([CH2:59]O)[CH2:56][O:55]1.C(N(C(C)C)CC)(C)C, predict the reaction product. The product is: [CH3:53][C:54]1([CH3:61])[O:58][CH:57]([CH2:59][O:43][C:42](=[O:44])[C:41]([CH3:45])([CH3:46])[CH2:40][C:8]2[N:9]([CH2:24][C:25]3[CH:30]=[CH:29][C:28]([C:31]4[CH:32]=[N:33][C:34]([O:37][CH2:38][CH3:39])=[CH:35][CH:36]=4)=[CH:27][CH:26]=3)[C:10]3[C:15]([C:7]=2[S:6][C:2]([CH3:5])([CH3:3])[CH3:4])=[CH:14][C:13]([O:16][CH2:17][C:18]2[CH:23]=[CH:22][CH:21]=[CH:20][N:19]=2)=[CH:12][CH:11]=3)[CH2:56][O:55]1. (5) Given the reactants [C:1]([C:3]1[C:4]([O:19][CH2:20][C:21]2[CH:29]=[CH:28][C:24]([C:25]([OH:27])=O)=[CH:23][CH:22]=2)=[N:5][C:6]([C:14]2[S:15][CH:16]=[CH:17][CH:18]=2)=[CH:7][C:8]=1[C:9]1[CH:13]=[CH:12][O:11][CH:10]=1)#[N:2].C(N(CC)CC)C.ClC(OCC(C)C)=O.[NH2:45][C:46]1[NH:50][N:49]=[N:48][N:47]=1, predict the reaction product. The product is: [C:1]([C:3]1[C:4]([O:19][CH2:20][C:21]2[CH:22]=[CH:23][C:24]([C:25]([NH:45][C:46]3[N:47]=[N:48][NH:49][N:50]=3)=[O:27])=[CH:28][CH:29]=2)=[N:5][C:6]([C:14]2[S:15][CH:16]=[CH:17][CH:18]=2)=[CH:7][C:8]=1[C:9]1[CH:13]=[CH:12][O:11][CH:10]=1)#[N:2]. (6) Given the reactants [C:1]([CH:5]1[N:14]2[CH:9]([CH2:10][C:11](=[O:20])[C:12]([C:15]([O:17][CH2:18][CH3:19])=[O:16])=[CH:13]2)[C:8]2[CH:21]=[C:22]([Cl:31])[C:23]([O:25][CH2:26][CH2:27][CH2:28][O:29][CH3:30])=[CH:24][C:7]=2[CH2:6]1)([CH3:4])([CH3:3])[CH3:2].C1(Cl)C(=O)C(Cl)=C(Cl)C(=O)C=1Cl, predict the reaction product. The product is: [C:1]([CH:5]1[N:14]2[C:9](=[CH:10][C:11](=[O:20])[C:12]([C:15]([O:17][CH2:18][CH3:19])=[O:16])=[CH:13]2)[C:8]2[CH:21]=[C:22]([Cl:31])[C:23]([O:25][CH2:26][CH2:27][CH2:28][O:29][CH3:30])=[CH:24][C:7]=2[CH2:6]1)([CH3:2])([CH3:3])[CH3:4]. (7) Given the reactants FC(F)(F)S(O[C:7]1[CH:18]=[C:17]([O:19][CH2:20][C:21]2[CH:26]=[CH:25][CH:24]=[C:23]([O:27][CH2:28][C:29]3[CH:34]=[CH:33][CH:32]=[CH:31][CH:30]=3)[CH:22]=2)[C:10]2[CH:11]=[C:12]([C:14](=[O:16])[CH3:15])[O:13][C:9]=2[CH:8]=1)(=O)=O.[C:37]([NH2:40])(=[O:39])[CH3:38].P([O-])([O-])([O-])=O.[K+].[K+].[K+].C(P(C(C)(C)C)C1C=CC=CC=1C1C(C(C)C)=CC(C(C)C)=CC=1C(C)C)(C)(C)C, predict the reaction product. The product is: [C:14]([C:12]1[O:13][C:9]2[CH:8]=[C:7]([NH:40][C:37](=[O:39])[CH3:38])[CH:18]=[C:17]([O:19][CH2:20][C:21]3[CH:26]=[CH:25][CH:24]=[C:23]([O:27][CH2:28][C:29]4[CH:30]=[CH:31][CH:32]=[CH:33][CH:34]=4)[CH:22]=3)[C:10]=2[CH:11]=1)(=[O:16])[CH3:15].